This data is from Reaction yield outcomes from USPTO patents with 853,638 reactions. The task is: Predict the reaction yield, written as a fraction of the theoretical maximum amount of product (1.0 means a 100% yield; for example, 0.34 means a 34% yield). (1) The reactants are C(=O)=O.CC(C)=O.[Cl:8][C:9]1[CH:37]=[CH:36][C:12]2[N:13]([CH2:27][C:28]3[CH:33]=[CH:32][C:31]([O:34][CH3:35])=[CH:30][CH:29]=3)[C:14](=[O:26])[CH2:15][N:16]=[C:17]([C:18]3[CH:23]=[CH:22][C:21]([O:24][CH3:25])=[CH:20][CH:19]=3)[C:11]=2[CH:10]=1.CC([O-])(C)C.[K+].[Br:44][C:45]1[CH:46]=[C:47]([CH:50]=[CH:51][CH:52]=1)[CH2:48]Br. The catalyst is C1COCC1. The product is [Br:44][C:45]1[CH:46]=[C:47]([CH:50]=[CH:51][CH:52]=1)[CH2:48][CH:15]1[C:14](=[O:26])[N:13]([CH2:27][C:28]2[CH:33]=[CH:32][C:31]([O:34][CH3:35])=[CH:30][CH:29]=2)[C:12]2[CH:36]=[CH:37][C:9]([Cl:8])=[CH:10][C:11]=2[C:17]([C:18]2[CH:23]=[CH:22][C:21]([O:24][CH3:25])=[CH:20][CH:19]=2)=[N:16]1. The yield is 0.840. (2) The reactants are [Cl:1][C:2]1[CH:21]=[C:20]([C:22]([F:25])([F:24])[F:23])[CH:19]=[CH:18][C:3]=1[CH2:4][N:5]1[C:9]([C:10]([O:12]C)=[O:11])=[CH:8][C:7]([O:14][CH2:15][O:16][CH3:17])=[N:6]1.[OH-].[Na+].O1CCCC1. The catalyst is C(O)C. The product is [Cl:1][C:2]1[CH:21]=[C:20]([C:22]([F:25])([F:23])[F:24])[CH:19]=[CH:18][C:3]=1[CH2:4][N:5]1[C:9]([C:10]([OH:12])=[O:11])=[CH:8][C:7]([O:14][CH2:15][O:16][CH3:17])=[N:6]1. The yield is 0.860. (3) The reactants are [CH3:1][O:2][C:3]1[CH:4]=[C:5]2[C:10](=[CH:11][C:12]=1[O:13][CH2:14][CH:15]1[CH2:20][CH2:19][N:18]([CH3:21])[CH2:17][CH2:16]1)[N:9]=[CH:8][NH:7][C:6]2=O.CN(C=O)C.S(Cl)([Cl:30])=O. No catalyst specified. The product is [Cl:30][C:6]1[C:5]2[C:10](=[CH:11][C:12]([O:13][CH2:14][CH:15]3[CH2:20][CH2:19][N:18]([CH3:21])[CH2:17][CH2:16]3)=[C:3]([O:2][CH3:1])[CH:4]=2)[N:9]=[CH:8][N:7]=1. The yield is 0.980.